This data is from Catalyst prediction with 721,799 reactions and 888 catalyst types from USPTO. The task is: Predict which catalyst facilitates the given reaction. (1) Reactant: F[C:2]1[CH:7]=[CH:6][C:5]([N+:8]([O-:10])=[O:9])=[C:4]([CH3:11])[CH:3]=1.[C:12]([O-])([O-])=O.[Na+].[Na+].[NH:18]1[CH:22]=[N:21][CH:20]=[N:19]1. Product: [CH3:11][C:4]1[CH:3]=[C:2]([N:19]2[CH:12]=[CH:20][N:21]=[CH:22][NH:18]2)[CH:7]=[CH:6][C:5]=1[N+:8]([O-:10])=[O:9]. The catalyst class is: 3. (2) Reactant: O[C:2]1([C:18]([O:20][CH2:21][CH3:22])=[O:19])[N:10](C(OC(C)(C)C)=O)[C:5]2=[N:6][CH:7]=[CH:8][CH:9]=[C:4]2[CH2:3]1.C([O-])([O-])=O.[K+].[K+]. Product: [NH:10]1[C:5]2=[N:6][CH:7]=[CH:8][CH:9]=[C:4]2[CH:3]=[C:2]1[C:18]([O:20][CH2:21][CH3:22])=[O:19]. The catalyst class is: 33. (3) Reactant: [N:1]1[CH:6]=[CH:5][CH:4]=[C:3]([N:7]2[CH2:13][CH2:12][CH2:11][N:10]([C:14]([O:16][C:17]([CH3:20])([CH3:19])[CH3:18])=[O:15])[CH2:9][CH2:8]2)[CH:2]=1.[Br:21]N1C(=O)CCC1=O.O. Product: [Br:21][C:6]1[N:1]=[CH:2][C:3]([N:7]2[CH2:13][CH2:12][CH2:11][N:10]([C:14]([O:16][C:17]([CH3:20])([CH3:19])[CH3:18])=[O:15])[CH2:9][CH2:8]2)=[CH:4][CH:5]=1. The catalyst class is: 10. (4) Reactant: [Cl:1][C:2]1[CH:7]=[CH:6][C:5]([C:8]2[C:14]3[CH:15]=[C:16]([OH:19])[CH:17]=[CH:18][C:13]=3[N:12]3[C:20]([CH3:23])=[N:21][N:22]=[C:11]3[C@H:10]([CH2:24][C:25]([NH:27][CH2:28][CH3:29])=[O:26])[N:9]=2)=[CH:4][CH:3]=1.C(=O)([O-])[O-].[K+].[K+].CS(O[CH2:41][CH2:42][O:43][CH2:44][CH2:45][O:46][CH2:47][CH2:48][O:49][CH2:50][CH2:51][O:52][CH2:53][CH2:54][O:55][CH2:56][CH2:57][O:58][CH2:59][CH2:60][O:61][CH2:62][CH2:63][O:64][CH2:65][CH2:66][O:67][CH2:68][CH2:69][NH:70][C:71](=[O:97])[CH2:72][C@@H:73]1[N:79]=[C:78]([C:80]2[CH:85]=[CH:84][C:83]([Cl:86])=[CH:82][CH:81]=2)[C:77]2[CH:87]=[C:88]([O:91][CH3:92])[CH:89]=[CH:90][C:76]=2[N:75]2[C:93]([CH3:96])=[N:94][N:95]=[C:74]12)(=O)=O. Product: [Cl:1][C:2]1[CH:7]=[CH:6][C:5]([C:8]2[C:14]3[CH:15]=[C:16]([O:19][CH2:41][CH2:42][O:43][CH2:44][CH2:45][O:46][CH2:47][CH2:48][O:49][CH2:50][CH2:51][O:52][CH2:53][CH2:54][O:55][CH2:56][CH2:57][O:58][CH2:59][CH2:60][O:61][CH2:62][CH2:63][O:64][CH2:65][CH2:66][O:67][CH2:68][CH2:69][NH:70][C:71](=[O:97])[CH2:72][C@@H:73]4[N:79]=[C:78]([C:80]5[CH:85]=[CH:84][C:83]([Cl:86])=[CH:82][CH:81]=5)[C:77]5[CH:87]=[C:88]([O:91][CH3:92])[CH:89]=[CH:90][C:76]=5[N:75]5[C:93]([CH3:96])=[N:94][N:95]=[C:74]45)[CH:17]=[CH:18][C:13]=3[N:12]3[C:20]([CH3:23])=[N:21][N:22]=[C:11]3[C@H:10]([CH2:24][C:25]([NH:27][CH2:28][CH3:29])=[O:26])[N:9]=2)=[CH:4][CH:3]=1. The catalyst class is: 6. (5) Reactant: [N+:1]([C:4]1[CH:9]=[CH:8][CH:7]=[CH:6][C:5]=1[OH:10])([O-:3])=[O:2].C(=O)([O-])[O-].[Na+].[Na+].[Br:17][CH2:18][CH2:19][CH2:20]Br. Product: [Br:17][CH2:18][CH2:19][CH2:20][O:10][C:5]1[CH:6]=[CH:7][CH:8]=[CH:9][C:4]=1[N+:1]([O-:3])=[O:2]. The catalyst class is: 9.